This data is from Catalyst prediction with 721,799 reactions and 888 catalyst types from USPTO. The task is: Predict which catalyst facilitates the given reaction. (1) Reactant: [OH:1][C:2]1[CH:7]=[CH:6][C:5]([C:8](=[O:10])[CH3:9])=[C:4]([CH3:11])[CH:3]=1.[Cl:12][C:13]1[CH:18]=[CH:17][CH:16]=[C:15]([Cl:19])[C:14]=1[N:20]1[C:24]([CH2:25]O)=[C:23]([CH:27]([CH3:29])[CH3:28])[N:22]=[N:21]1.C(P(CCCC)CCCC)CCC.C1CCN(C(N=NC(N2CCCCC2)=O)=O)CC1. Product: [Cl:19][C:15]1[CH:16]=[CH:17][CH:18]=[C:13]([Cl:12])[C:14]=1[N:20]1[C:24]([CH2:25][O:1][C:2]2[CH:7]=[CH:6][C:5]([C:8](=[O:10])[CH3:9])=[C:4]([CH3:11])[CH:3]=2)=[C:23]([CH:27]([CH3:29])[CH3:28])[N:22]=[N:21]1. The catalyst class is: 11. (2) Reactant: [CH3:1][C:2]1[CH:3]=[CH:4][CH:5]=[CH:6][C:7]=1[O:8][C@@H:9]([C:14]1[CH:15]=[CH:16][CH:17]=[CH:18][CH:19]=1)[CH2:10][CH2:11][NH:12][CH3:13].C([O-])(=O)[C@H](C1C=CC=CC=1)O.[ClH:31]. Product: [CH3:1][C:2]1[CH:3]=[CH:4][CH:5]=[CH:6][C:7]=1[O:8][C@@H:9]([C:14]1[CH:19]=[CH:18][CH:17]=[CH:16][CH:15]=1)[CH2:10][CH2:11][NH:12][CH3:13].[ClH:31]. The catalyst class is: 13. (3) Reactant: [Cl:1][C:2]1[CH:11]=[CH:10][C:9]([OH:12])=[C:8]2[C:3]=1[CH:4]=[CH:5][CH:6]=[N:7]2.[Cl-].[Cl-].[Cl-].[Al+3].[C:17](Cl)(=[O:19])[CH3:18].Cl.[OH-].[Na+]. Product: [Cl:1][C:2]1[CH:11]=[C:10]([C:17](=[O:19])[CH3:18])[C:9]([OH:12])=[C:8]2[C:3]=1[CH:4]=[CH:5][CH:6]=[N:7]2. The catalyst class is: 229. (4) Reactant: C(=O)([O-])[O-].[K+].[K+].[C:7]([O:11][C:12]([CH:14]1[CH2:19][CH2:18][C:17]([CH3:23])([C:20]([OH:22])=[O:21])[CH2:16][CH2:15]1)=[O:13])([CH3:10])([CH3:9])[CH3:8].[CH2:24](Br)[C:25]1[CH:30]=[CH:29][CH:28]=[CH:27][CH:26]=1.C(OCC)(=O)C. Product: [CH3:23][C:17]1([C:20]([O:22][CH2:24][C:25]2[CH:30]=[CH:29][CH:28]=[CH:27][CH:26]=2)=[O:21])[CH2:18][CH2:19][CH:14]([C:12]([O:11][C:7]([CH3:10])([CH3:8])[CH3:9])=[O:13])[CH2:15][CH2:16]1. The catalyst class is: 9. (5) Reactant: [F:1][C:2]([F:22])([F:21])[C:3]1[CH:8]=[CH:7][CH:6]=[CH:5][C:4]=1[C:9]1[CH:14]=[CH:13][N:12]2[CH:15]=[N:16][C:17]([C:18]([OH:20])=O)=[C:11]2[N:10]=1.C(Cl)(=O)C(Cl)=O.N1C=CC=CC=1.[N:35]1[CH:40]=[CH:39][CH:38]=[C:37]([NH2:41])[CH:36]=1. Product: [N:35]1[CH:40]=[CH:39][CH:38]=[C:37]([NH:41][C:18]([C:17]2[N:16]=[CH:15][N:12]3[CH:13]=[CH:14][C:9]([C:4]4[CH:5]=[CH:6][CH:7]=[CH:8][C:3]=4[C:2]([F:22])([F:21])[F:1])=[N:10][C:11]=23)=[O:20])[CH:36]=1. The catalyst class is: 606.